From a dataset of Reaction yield outcomes from USPTO patents with 853,638 reactions. Predict the reaction yield, written as a fraction of the theoretical maximum amount of product (1.0 means a 100% yield; for example, 0.34 means a 34% yield). (1) The reactants are [NH:1]1[C:5]2[CH:6]=[CH:7][CH:8]=[CH:9][C:4]=2[N:3]=[C:2]1[CH:10]1[CH2:15][CH2:14][N:13]([C:16]([C:18]2[CH:25]=[CH:24][C:21]([C:22]#[N:23])=[CH:20][CH:19]=2)=[O:17])[CH2:12][CH2:11]1.[NH2:26][OH:27]. The catalyst is C(O)C. The product is [NH:1]1[C:5]2[CH:6]=[CH:7][CH:8]=[CH:9][C:4]=2[N:3]=[C:2]1[CH:10]1[CH2:15][CH2:14][N:13]([C:16]([C:18]2[CH:25]=[CH:24][C:21]([C:22](=[NH:23])[NH:26][OH:27])=[CH:20][CH:19]=2)=[O:17])[CH2:12][CH2:11]1. The yield is 0.940. (2) The reactants are [CH:1]([C:3]1([CH2:7][O:8][C@H:9]2[CH2:14][CH2:13][C@H:12]([N:15]3[C:20](=[O:21])[C:19]([CH2:22][C:23]4[CH:28]=[CH:27][C:26]([C:29]5[C:30]([C:35]#[N:36])=[CH:31][CH:32]=[CH:33][CH:34]=5)=[CH:25][CH:24]=4)=[C:18]([CH2:37][CH2:38][CH3:39])[N:17]4[N:40]=[CH:41][N:42]=[C:16]34)[CH2:11][CH2:10]2)[CH2:6][CH2:5][CH2:4]1)=[O:2].Cl([O-])=[O:44].[Na+].P([O-])(O)(O)=O.[Na+].CC(=CC)C. The catalyst is O.O1CCCC1.C(O)CCC. The product is [C:35]([C:30]1[CH:31]=[CH:32][CH:33]=[CH:34][C:29]=1[C:26]1[CH:25]=[CH:24][C:23]([CH2:22][C:19]2[C:20](=[O:21])[N:15]([C@H:12]3[CH2:13][CH2:14][C@H:9]([O:8][CH2:7][C:3]4([C:1]([OH:44])=[O:2])[CH2:6][CH2:5][CH2:4]4)[CH2:10][CH2:11]3)[C:16]3[N:17]([N:40]=[CH:41][N:42]=3)[C:18]=2[CH2:37][CH2:38][CH3:39])=[CH:28][CH:27]=1)#[N:36]. The yield is 0.650. (3) The reactants are [Cl:1][C:2]1[CH:7]=[CH:6][C:5]([S:8]([NH:11][C@@H:12]2[CH2:18][CH2:17][CH2:16][CH2:15][CH2:14][C@H:13]2[CH2:19][OH:20])(=[O:10])=[O:9])=[CH:4][CH:3]=1.C(=O)([O-])[O-].[Cs+].[Cs+].Br[CH2:28][C:29]1[CH:34]=[CH:33][C:32]([C:35]2[N:39]=[CH:38][O:37][N:36]=2)=[CH:31][CH:30]=1.ClC1C=CC(S(N(CC2C=CC(C#N)=CC=2)[C@@H]2CCCCC[C@H]2CO)(=O)=O)=CC=1. No catalyst specified. The product is [O:37]1[CH:38]=[N:39][C:35]([C:32]2[CH:33]=[CH:34][C:29]([CH2:28][N:11]([C@@H:12]3[CH2:18][CH2:17][CH2:16][CH2:15][CH2:14][C@H:13]3[CH2:19][OH:20])[S:8]([C:5]3[CH:6]=[CH:7][C:2]([Cl:1])=[CH:3][CH:4]=3)(=[O:9])=[O:10])=[CH:30][CH:31]=2)=[N:36]1. The yield is 0.330. (4) The reactants are [CH:1]1([C:4]2[CH:5]=[C:6](C3OC(C)(C)C(C)(C)O3)[CH:7]=[CH:8][CH:9]=2)[CH2:3][CH2:2]1.[F:19][C:20]1[CH:21]=[C:22]([CH:32]([NH:34][C:35]([C:37]2[N:38]=[C:39](Cl)[O:40][CH:41]=2)=[O:36])[CH3:33])[CH:23]=[C:24]([F:31])[C:25]=1[NH:26][S:27]([CH3:30])(=[O:29])=[O:28].C([O-])([O-])=O.[Cs+].[Cs+]. The catalyst is Cl[Pd](Cl)([P](C1C=CC=CC=1)(C1C=CC=CC=1)C1C=CC=CC=1)[P](C1C=CC=CC=1)(C1C=CC=CC=1)C1C=CC=CC=1. The product is [F:19][C:20]1[CH:21]=[C:22]([CH:32]([NH:34][C:35]([C:37]2[N:38]=[C:39]([C:8]3[CH:7]=[CH:6][CH:5]=[C:4]([CH:1]4[CH2:3][CH2:2]4)[CH:9]=3)[O:40][CH:41]=2)=[O:36])[CH3:33])[CH:23]=[C:24]([F:31])[C:25]=1[NH:26][S:27]([CH3:30])(=[O:29])=[O:28]. The yield is 0.330. (5) The reactants are [BH4-].[Na+].[O:3]=[C:4]1[CH2:18][C@@H:7]2[CH2:8][N:9]([C:11]([O:13][C:14]([CH3:17])([CH3:16])[CH3:15])=[O:12])[CH2:10][C@@H:6]2[CH2:5]1. The catalyst is CO. The product is [OH:3][CH:4]1[CH2:18][C@@H:7]2[CH2:8][N:9]([C:11]([O:13][C:14]([CH3:16])([CH3:15])[CH3:17])=[O:12])[CH2:10][C@@H:6]2[CH2:5]1. The yield is 0.980. (6) The reactants are [Br:1][C:2]1[CH:7]=[CH:6][C:5](B(O)O)=[CH:4][CH:3]=1.[C:11]([NH:14][C:15]1[CH:19]=[CH:18][NH:17][C:16]=1[C:20]([O:22][CH2:23][CH3:24])=[O:21])(=[O:13])[CH3:12].N1C=CC=CC=1. The catalyst is C(Cl)Cl.C([O-])(=O)C.[Cu+2].C([O-])(=O)C. The product is [C:11]([NH:14][C:15]1[CH:19]=[CH:18][N:17]([C:5]2[CH:6]=[CH:7][C:2]([Br:1])=[CH:3][CH:4]=2)[C:16]=1[C:20]([O:22][CH2:23][CH3:24])=[O:21])(=[O:13])[CH3:12]. The yield is 0.930. (7) The product is [Br:1][C:2]1[N:7]=[C:6]([CH3:8])[N:5]=[C:4]([CH:9]=[O:10])[CH:3]=1. The yield is 0.741. The reactants are [Br:1][C:2]1[N:7]=[C:6]([CH3:8])[N:5]=[C:4]([CH2:9][OH:10])[CH:3]=1.CC(OI1(OC(C)=O)(OC(C)=O)OC(=O)C2C=CC=CC1=2)=O. The catalyst is C(Cl)Cl. (8) The reactants are [Cl:1][C:2]1[CH:19]=[CH:18][C:5]([C:6](O[C:6](=O)[C:5]2[CH:18]=[CH:19][C:2]([Cl:1])=[CH:3][CH:4]=2)=O)=[CH:4][CH:3]=1.[OH:20][C:21]1[CH:26]=[C:25]([OH:27])[CH:24]=[C:23]([OH:28])[C:22]=1[C:29](=[O:33])[CH2:30][O:31][CH3:32].[OH-].[K+].Cl. The catalyst is O.CO.COCCOC.CCN(CC)CC. The product is [Cl:1][C:2]1[CH:19]=[CH:18][C:5]([C:6]2[O:20][C:21]3[C:22]([C:29](=[O:33])[C:30]=2[O:31][CH3:32])=[C:23]([OH:28])[CH:24]=[C:25]([OH:27])[CH:26]=3)=[CH:4][CH:3]=1. The yield is 0.380. (9) The catalyst is CN(C=O)C.[Cu]Br. The reactants are [OH:1][C:2]1[CH:6]=[C:5]([C:7]([F:10])([F:9])[F:8])[S:4][CH:3]=1.Cl[C:12]1[C:17]([CH3:18])=[CH:16][CH:15]=[C:14]([N:19]2[CH:23]=[CH:22][C:21]([C:24]([F:27])([F:26])[F:25])=[N:20]2)[N:13]=1.C(=O)([O-])[O-].[K+].[K+].CO.O. The product is [CH3:18][C:17]1[C:12]([O:1][C:2]2[CH:6]=[C:5]([C:7]([F:10])([F:9])[F:8])[S:4][CH:3]=2)=[N:13][C:14]([N:19]2[CH:23]=[CH:22][C:21]([C:24]([F:26])([F:25])[F:27])=[N:20]2)=[CH:15][CH:16]=1. The yield is 0.200. (10) The reactants are [Br:1][C:2]1[C:3]([CH3:9])=[C:4]([CH:6]=[CH:7][CH:8]=1)[NH2:5].[S:10]1[CH:14]=[CH:13][N:12]=[C:11]1[CH2:15][C:16](O)=[O:17].CCN(C(C)C)C(C)C.CN(C(ON1N=NC2C=CC=NC1=2)=[N+](C)C)C.F[P-](F)(F)(F)(F)F. The catalyst is CN(C=O)C.CCOC(C)=O. The product is [Br:1][C:2]1[C:3]([CH3:9])=[C:4]([NH:5][C:16](=[O:17])[CH2:15][C:11]2[S:10][CH:14]=[CH:13][N:12]=2)[CH:6]=[CH:7][CH:8]=1. The yield is 0.420.